Dataset: Peptide-MHC class I binding affinity with 185,985 pairs from IEDB/IMGT. Task: Regression. Given a peptide amino acid sequence and an MHC pseudo amino acid sequence, predict their binding affinity value. This is MHC class I binding data. (1) The peptide sequence is GYDRRGEKY. The MHC is HLA-A03:01 with pseudo-sequence HLA-A03:01. The binding affinity (normalized) is 0.0847. (2) The peptide sequence is ICDDVLSKY. The MHC is HLA-A11:01 with pseudo-sequence HLA-A11:01. The binding affinity (normalized) is 0.0847. (3) The peptide sequence is TWEAWWTEYW. The MHC is HLA-B14:02 with pseudo-sequence HLA-B14:02. The binding affinity (normalized) is 0.0737. (4) The peptide sequence is VVENPTIQK. The MHC is HLA-A11:01 with pseudo-sequence HLA-A11:01. The binding affinity (normalized) is 0.812. (5) The peptide sequence is VAGGTSSVY. The MHC is HLA-B58:01 with pseudo-sequence HLA-B58:01. The binding affinity (normalized) is 0.263.